Task: Predict which catalyst facilitates the given reaction.. Dataset: Catalyst prediction with 721,799 reactions and 888 catalyst types from USPTO (1) Reactant: ClC(OC(Cl)C)=O.C([N:15]1[CH2:20][CH2:19][CH:18]([N:21]([CH3:33])[C:22](=[O:32])[CH2:23][O:24][C:25]2[CH:30]=[CH:29][CH:28]=[C:27]([Cl:31])[CH:26]=2)[CH2:17][CH2:16]1)C1C=CC=CC=1. Product: [Cl:31][C:27]1[CH:26]=[C:25]([CH:30]=[CH:29][CH:28]=1)[O:24][CH2:23][C:22]([N:21]([CH3:33])[CH:18]1[CH2:19][CH2:20][NH:15][CH2:16][CH2:17]1)=[O:32]. The catalyst class is: 68. (2) Reactant: [OH:1][CH:2]1[CH2:7][CH2:6][N:5]([C:8]([O:10][C:11]([CH3:14])([CH3:13])[CH3:12])=[O:9])[CH2:4][CH2:3]1.[Cl:15][C:16]1[CH:21]=[C:20]([F:22])[CH:19]=[CH:18][C:17]=1O.N(C(OC(C)C)=O)=NC(OC(C)C)=O.C1(P(C2C=CC=CC=2)C2C=CC=CC=2)C=CC=CC=1. Product: [C:11]([O:10][C:8]([N:5]1[CH2:4][CH2:3][CH:2]([O:1][C:17]2[CH:18]=[CH:19][C:20]([F:22])=[CH:21][C:16]=2[Cl:15])[CH2:7][CH2:6]1)=[O:9])([CH3:14])([CH3:13])[CH3:12]. The catalyst class is: 7. (3) Reactant: [F:1][C:2]1[CH:3]=[C:4]([NH:8][C:9]([NH:11][CH:12]2[CH2:17][CH2:16][NH:15][CH2:14][CH2:13]2)=[O:10])[CH:5]=[CH:6][CH:7]=1.C(N(CC)CC)C.[C:25]1([S:31](Cl)(=[O:33])=[O:32])[CH:30]=[CH:29][CH:28]=[CH:27][CH:26]=1.O. Product: [C:25]1([S:31]([N:15]2[CH2:16][CH2:17][CH:12]([NH:11][C:9]([NH:8][C:4]3[CH:5]=[CH:6][CH:7]=[C:2]([F:1])[CH:3]=3)=[O:10])[CH2:13][CH2:14]2)(=[O:33])=[O:32])[CH:30]=[CH:29][CH:28]=[CH:27][CH:26]=1. The catalyst class is: 2. (4) Reactant: [F:1][C:2]1([F:40])[CH2:5][C:4]([NH:32]C(=O)OC(C)(C)C)([C:6]2[CH:11]=[CH:10][C:9]([C:12]3[C:21]([C:22]4[CH:27]=[CH:26][CH:25]=[CH:24][CH:23]=4)=[CH:20][C:19]4[C:18]5=[N:28][N:29]=[C:30]([OH:31])[N:17]5[CH:16]=[CH:15][C:14]=4[N:13]=3)=[CH:8][CH:7]=2)[CH2:3]1.C(O)(C(F)(F)F)=O. Product: [NH2:32][C:4]1([C:6]2[CH:7]=[CH:8][C:9]([C:12]3[C:21]([C:22]4[CH:27]=[CH:26][CH:25]=[CH:24][CH:23]=4)=[CH:20][C:19]4[C:18]5=[N:28][N:29]=[C:30]([OH:31])[N:17]5[CH:16]=[CH:15][C:14]=4[N:13]=3)=[CH:10][CH:11]=2)[CH2:5][C:2]([F:1])([F:40])[CH2:3]1. The catalyst class is: 22. (5) Reactant: [Br-].[N+:2]([C:5]1[CH:18]=[CH:17][C:8]([CH2:9][N:10]2[CH:15]=[CH:14][CH:13]=[CH:12][C:11]2=[NH2+:16])=[CH:7][CH:6]=1)([O-:4])=[O:3].CN1CCCC1=O.[F:26][C:27]([F:38])([F:37])[C:28](O[C:28](=O)[C:27]([F:38])([F:37])[F:26])=O.C(N(CC)CC)C. Product: [N+:2]([C:5]1[CH:6]=[CH:7][C:8]([C:9]2[N:10]3[CH:15]=[CH:14][CH:13]=[CH:12][C:11]3=[N:16][C:28]=2[C:27]([F:38])([F:37])[F:26])=[CH:17][CH:18]=1)([O-:4])=[O:3]. The catalyst class is: 74. (6) Reactant: [C:1]([C:4]1[C:12]2[C:7](=[CH:8][C:9]([O:13][C:14]3[N:19]=[CH:18][CH:17]=[CH:16][N:15]=3)=[CH:10][CH:11]=2)[N:6]([CH2:20][C:21]([OH:23])=O)[CH:5]=1)(=[O:3])[CH3:2].Cl.[Cl:25][C:26]1[CH:31]=[CH:30][CH:29]=[CH:28][C:27]=1[C:32]1[CH:37]=[CH:36][CH:35]=[C:34]([NH:38][C:39]([C@@H:41]2[CH2:45][C@@H:44]([F:46])[CH2:43][NH:42]2)=[O:40])[C:33]=1[F:47].CN(C(ON1N=NC2C=CC=NC1=2)=[N+](C)C)C.F[P-](F)(F)(F)(F)F.CCN(C(C)C)C(C)C. Product: [C:1]([C:4]1[C:12]2[C:7](=[CH:8][C:9]([O:13][C:14]3[N:15]=[CH:16][CH:17]=[CH:18][N:19]=3)=[CH:10][CH:11]=2)[N:6]([CH2:20][C:21]([N:42]2[CH2:43][C@H:44]([F:46])[CH2:45][C@H:41]2[C:39]([NH:38][C:34]2[C:33]([F:47])=[C:32]([C:27]3[CH:28]=[CH:29][CH:30]=[CH:31][C:26]=3[Cl:25])[CH:37]=[CH:36][CH:35]=2)=[O:40])=[O:23])[CH:5]=1)(=[O:3])[CH3:2]. The catalyst class is: 3.